This data is from Full USPTO retrosynthesis dataset with 1.9M reactions from patents (1976-2016). The task is: Predict the reactants needed to synthesize the given product. (1) Given the product [CH3:1][N:2]1[C:7]2[N:8]([CH3:16])[CH:9]=[C:10]([CH2:11][C:12]([OH:14])=[O:13])[C:6]=2[C:5](=[O:17])[N:4]([CH3:18])[C:3]1=[O:19], predict the reactants needed to synthesize it. The reactants are: [CH3:1][N:2]1[C:7]2[N:8]([CH3:16])[CH:9]=[C:10]([CH2:11][C:12]([O:14]C)=[O:13])[C:6]=2[C:5](=[O:17])[N:4]([CH3:18])[C:3]1=[O:19].Cl. (2) Given the product [CH3:38][O:22][C:21]([CH2:20][C:17]1[CH:16]=[CH:15][C:14]([CH:11]2[CH2:12][CH2:13][N:8]([C:6]([O:5][C:1]([CH3:4])([CH3:2])[CH3:3])=[O:7])[CH2:9][CH:10]2[O:24][CH2:25][C:26]2[CH:35]=[CH:34][C:33]3[C:28](=[CH:29][CH:30]=[CH:31][CH:32]=3)[CH:27]=2)=[CH:19][CH:18]=1)=[O:23], predict the reactants needed to synthesize it. The reactants are: [C:1]([O:5][C:6]([N:8]1[CH2:13][CH2:12][CH:11]([C:14]2[CH:19]=[CH:18][C:17]([CH2:20][C:21]([OH:23])=[O:22])=[CH:16][CH:15]=2)[CH:10]([O:24][CH2:25][C:26]2[CH:35]=[CH:34][C:33]3[C:28](=[CH:29][CH:30]=[CH:31][CH:32]=3)[CH:27]=2)[CH2:9]1)=[O:7])([CH3:4])([CH3:3])[CH3:2].[N+](=[CH2:38])=[N-]. (3) Given the product [F:1][CH:2]([F:21])[C:3]1[CH:8]([OH:9])[CH2:7][C:6]([CH3:11])([CH3:10])[C:5](/[CH:13]=[CH:14]/[C:15](/[CH3:19])=[CH:16]\[CH:17]=[O:18])([OH:12])[C:4]=1[CH3:20], predict the reactants needed to synthesize it. The reactants are: [F:1][CH:2]([F:21])[C:3]1[CH:8]([OH:9])[CH2:7][C:6]([CH3:11])([CH3:10])[C:5](/[CH:13]=[CH:14]/[C:15](/[CH3:19])=[CH:16]\[CH2:17][OH:18])([OH:12])[C:4]=1[CH3:20].